Task: Regression. Given two drug SMILES strings and cell line genomic features, predict the synergy score measuring deviation from expected non-interaction effect.. Dataset: NCI-60 drug combinations with 297,098 pairs across 59 cell lines (1) Drug 1: CC1=C2C(C(=O)C3(C(CC4C(C3C(C(C2(C)C)(CC1OC(=O)C(C(C5=CC=CC=C5)NC(=O)OC(C)(C)C)O)O)OC(=O)C6=CC=CC=C6)(CO4)OC(=O)C)OC)C)OC. Drug 2: CC(C)(C#N)C1=CC(=CC(=C1)CN2C=NC=N2)C(C)(C)C#N. Cell line: HOP-92. Synergy scores: CSS=27.0, Synergy_ZIP=-2.18, Synergy_Bliss=2.49, Synergy_Loewe=-11.8, Synergy_HSA=3.76. (2) Drug 2: CC1=C(C=C(C=C1)C(=O)NC2=CC(=CC(=C2)C(F)(F)F)N3C=C(N=C3)C)NC4=NC=CC(=N4)C5=CN=CC=C5. Drug 1: C1=CN(C(=O)N=C1N)C2C(C(C(O2)CO)O)O.Cl. Cell line: NCI-H460. Synergy scores: CSS=35.6, Synergy_ZIP=-1.09, Synergy_Bliss=0.230, Synergy_Loewe=-30.7, Synergy_HSA=-2.56. (3) Drug 1: CC1=C2C(C(=O)C3(C(CC4C(C3C(C(C2(C)C)(CC1OC(=O)C(C(C5=CC=CC=C5)NC(=O)C6=CC=CC=C6)O)O)OC(=O)C7=CC=CC=C7)(CO4)OC(=O)C)O)C)OC(=O)C. Drug 2: C1CNP(=O)(OC1)N(CCCl)CCCl. Cell line: OVCAR3. Synergy scores: CSS=46.8, Synergy_ZIP=2.23, Synergy_Bliss=3.43, Synergy_Loewe=-53.3, Synergy_HSA=2.27. (4) Drug 1: CN1CCC(CC1)COC2=C(C=C3C(=C2)N=CN=C3NC4=C(C=C(C=C4)Br)F)OC. Drug 2: CN1C2=C(C=C(C=C2)N(CCCl)CCCl)N=C1CCCC(=O)O.Cl. Cell line: T-47D. Synergy scores: CSS=11.9, Synergy_ZIP=3.45, Synergy_Bliss=9.00, Synergy_Loewe=6.75, Synergy_HSA=9.06. (5) Drug 1: C1=CC(=CC=C1CCC2=CNC3=C2C(=O)NC(=N3)N)C(=O)NC(CCC(=O)O)C(=O)O. Drug 2: CC1C(C(CC(O1)OC2CC(CC3=C2C(=C4C(=C3O)C(=O)C5=C(C4=O)C(=CC=C5)OC)O)(C(=O)CO)O)N)O.Cl. Cell line: A498. Synergy scores: CSS=59.6, Synergy_ZIP=-0.151, Synergy_Bliss=-3.47, Synergy_Loewe=1.34, Synergy_HSA=3.91. (6) Drug 1: CC1C(C(CC(O1)OC2CC(CC3=C2C(=C4C(=C3O)C(=O)C5=C(C4=O)C(=CC=C5)OC)O)(C(=O)C)O)N)O.Cl. Drug 2: C1=NC2=C(N=C(N=C2N1C3C(C(C(O3)CO)O)O)F)N. Cell line: NCI-H226. Synergy scores: CSS=9.63, Synergy_ZIP=-3.08, Synergy_Bliss=-0.764, Synergy_Loewe=-21.2, Synergy_HSA=-3.08.